From a dataset of Forward reaction prediction with 1.9M reactions from USPTO patents (1976-2016). Predict the product of the given reaction. (1) Given the reactants [NH2:1][CH2:2][C:3]1[CH:8]=[CH:7][C:6]([S:9][C:10]2[CH:15]=[CH:14][N:13]=[C:12]([NH:16][C:17]3[CH:22]=[CH:21][C:20]([N:23]4[CH2:28][CH2:27][O:26][CH2:25][CH2:24]4)=[CH:19][CH:18]=3)[N:11]=2)=[CH:5][CH:4]=1.[C:29](O)(=[O:32])[CH:30]=[CH2:31], predict the reaction product. The product is: [O:26]1[CH2:25][CH2:24][N:23]([C:20]2[CH:21]=[CH:22][C:17]([NH:16][C:12]3[N:11]=[C:10]([S:9][C:6]4[CH:5]=[CH:4][C:3]([CH2:2][NH:1][C:29](=[O:32])[CH:30]=[CH2:31])=[CH:8][CH:7]=4)[CH:15]=[CH:14][N:13]=3)=[CH:18][CH:19]=2)[CH2:28][CH2:27]1. (2) Given the reactants Cl[CH2:2][CH2:3][CH2:4][CH2:5][CH2:6][N:7]1[C:19]2[C:18]3[CH:17]=[CH:16][CH:15]=[CH:14][C:13]=3[N:12]=[C:11]([NH2:20])[C:10]=2[N:9]=[C:8]1[CH2:21][CH2:22][CH3:23].[CH3:24][S-:25].[Na+].O, predict the reaction product. The product is: [CH3:24][S:25][CH2:2][CH2:3][CH2:4][CH2:5][CH2:6][N:7]1[C:19]2[C:18]3[CH:17]=[CH:16][CH:15]=[CH:14][C:13]=3[N:12]=[C:11]([NH2:20])[C:10]=2[N:9]=[C:8]1[CH2:21][CH2:22][CH3:23].